Dataset: Full USPTO retrosynthesis dataset with 1.9M reactions from patents (1976-2016). Task: Predict the reactants needed to synthesize the given product. Given the product [N:37]1[C:30]2[C:31](=[N:32][CH:33]=[CH:34][C:29]=2[NH:1][C@H:2]([C:5]2[N:14]([C:15]3[CH:20]=[CH:19][CH:18]=[C:17]([CH2:21][C:22]([F:25])([F:23])[F:24])[CH:16]=3)[C:13](=[O:26])[C:12]3[C:7](=[CH:8][CH:9]=[CH:10][C:11]=3[F:27])[N:6]=2)[CH2:3][CH3:4])[NH:35][CH:36]=1, predict the reactants needed to synthesize it. The reactants are: [NH2:1][C@H:2]([C:5]1[N:14]([C:15]2[CH:20]=[CH:19][CH:18]=[C:17]([CH2:21][C:22]([F:25])([F:24])[F:23])[CH:16]=2)[C:13](=[O:26])[C:12]2[C:7](=[CH:8][CH:9]=[CH:10][C:11]=2[F:27])[N:6]=1)[CH2:3][CH3:4].Cl[C:29]1[CH:34]=[CH:33][N:32]=[C:31]2[NH:35][CH:36]=[N:37][C:30]=12.C(N(C(C)C)CC)(C)C.